Dataset: Forward reaction prediction with 1.9M reactions from USPTO patents (1976-2016). Task: Predict the product of the given reaction. (1) Given the reactants Cl[C:2]1[N:3]([C:18]2[CH:23]=[CH:22][C:21]([Cl:24])=[CH:20][CH:19]=2)[C:4](=[O:17])[C:5]2[CH:10]=[N:9][N:8]([C:11]3[CH:16]=[CH:15][CH:14]=[CH:13][CH:12]=3)[C:6]=2[N:7]=1.[C:25]1([N:31]2[CH2:36][CH2:35][NH:34][CH2:33][CH2:32]2)[CH:30]=[CH:29][CH:28]=[CH:27][CH:26]=1, predict the reaction product. The product is: [Cl:24][C:21]1[CH:22]=[CH:23][C:18]([N:3]2[C:4](=[O:17])[C:5]3[CH:10]=[N:9][N:8]([C:11]4[CH:16]=[CH:15][CH:14]=[CH:13][CH:12]=4)[C:6]=3[N:7]=[C:2]2[N:34]2[CH2:35][CH2:36][N:31]([C:25]3[CH:30]=[CH:29][CH:28]=[CH:27][CH:26]=3)[CH2:32][CH2:33]2)=[CH:19][CH:20]=1. (2) Given the reactants [CH:1]([S:4]([CH2:7][C@H:8]1[C@@H:13]([N:14]2[CH2:18][CH2:17][C@H:16]([NH:19][C:20](=[O:31])[C:21]3[CH:26]=[CH:25][CH:24]=[C:23]([C:27]([F:30])([F:29])[F:28])[CH:22]=3)[C:15]2=[O:32])[CH2:12][CH2:11][NH:10][CH2:9]1)(=[O:6])=[O:5])([CH3:3])[CH3:2].[CH3:33][C:34]([CH3:36])=O.C(O[BH-](OC(=O)C)OC(=O)C)(=O)C.[Na+], predict the reaction product. The product is: [CH:34]([N:10]1[CH2:11][CH2:12][C@H:13]([N:14]2[CH2:18][CH2:17][C@H:16]([NH:19][C:20](=[O:31])[C:21]3[CH:26]=[CH:25][CH:24]=[C:23]([C:27]([F:29])([F:28])[F:30])[CH:22]=3)[C:15]2=[O:32])[C@H:8]([CH2:7][S:4]([CH:1]([CH3:3])[CH3:2])(=[O:5])=[O:6])[CH2:9]1)([CH3:36])[CH3:33]. (3) Given the reactants Br[C:2]1[CH:11]=[CH:10][C:5]([C:6]([O:8][CH3:9])=[O:7])=[CH:4][N:3]=1.[Br-].[CH2:13]([O:15][C:16](=[O:21])[CH2:17][CH2:18][CH2:19][Zn+])[CH3:14], predict the reaction product. The product is: [CH2:13]([O:15][C:16](=[O:21])[CH2:17][CH2:18][CH2:19][C:2]1[CH:11]=[CH:10][C:5]([C:6]([O:8][CH3:9])=[O:7])=[CH:4][N:3]=1)[CH3:14]. (4) Given the reactants [Br:1][C:2]1[CH:7]=[CH:6][C:5]([C@@H:8]2[CH2:12][CH2:11][C:10](=O)[CH2:9]2)=[CH:4][CH:3]=1.Cl.[F:15][C:16]1[CH:21]=[CH:20][C:19]([C@H:22]([NH2:24])[CH3:23])=[CH:18][C:17]=1[O:25][CH3:26], predict the reaction product. The product is: [Br:1][C:2]1[CH:7]=[CH:6][C:5]([C@@H:8]2[CH2:12][CH2:11][C@H:10]([NH:24][C@@H:22]([C:19]3[CH:20]=[CH:21][C:16]([F:15])=[C:17]([O:25][CH3:26])[CH:18]=3)[CH3:23])[CH2:9]2)=[CH:4][CH:3]=1. (5) Given the reactants [O:1]=[C:2]1[CH:7]=[C:6]([NH:8][C:9](=[O:22])[CH2:10][C:11]2[CH:16]=[CH:15][CH:14]=[C:13]([O:17][C:18]([F:21])([F:20])[F:19])[CH:12]=2)[CH:5]=[CH:4][N:3]1[CH2:23][CH2:24][CH2:25][CH2:26][N:27]1[CH:31]=[C:30]([C:32](O)=[O:33])[N:29]=[N:28]1.[N:35]1[CH:40]=[CH:39][CH:38]=[CH:37][C:36]=1[CH2:41][NH2:42].CN(C(ON1N=NC2C=CC=NC1=2)=[N+](C)C)C.F[P-](F)(F)(F)(F)F.CCN(C(C)C)C(C)C, predict the reaction product. The product is: [O:1]=[C:2]1[CH:7]=[C:6]([NH:8][C:9](=[O:22])[CH2:10][C:11]2[CH:16]=[CH:15][CH:14]=[C:13]([O:17][C:18]([F:19])([F:21])[F:20])[CH:12]=2)[CH:5]=[CH:4][N:3]1[CH2:23][CH2:24][CH2:25][CH2:26][N:27]1[CH:31]=[C:30]([C:32]([NH:42][CH2:41][C:36]2[CH:37]=[CH:38][CH:39]=[CH:40][N:35]=2)=[O:33])[N:29]=[N:28]1.